This data is from Full USPTO retrosynthesis dataset with 1.9M reactions from patents (1976-2016). The task is: Predict the reactants needed to synthesize the given product. (1) Given the product [F:1][C:2]([F:26])([F:25])[CH2:3][NH:4][C:5]([C:7]1([CH2:20][CH2:21][CH2:22][CH2:23][N:41]2[CH2:42][CH2:43][N:38]([C:35]3[CH:34]=[CH:33][C:32]4[C:37](=[C:28]([Cl:27])[CH:29]=[CH:30][CH:31]=4)[N:36]=3)[CH2:39][CH2:40]2)[C:19]2[CH:18]=[CH:17][CH:16]=[CH:15][C:14]=2[C:13]2[C:8]1=[CH:9][CH:10]=[CH:11][CH:12]=2)=[O:6], predict the reactants needed to synthesize it. The reactants are: [F:1][C:2]([F:26])([F:25])[CH2:3][NH:4][C:5]([C:7]1([CH2:20][CH2:21][CH2:22][CH2:23]Br)[C:19]2[CH:18]=[CH:17][CH:16]=[CH:15][C:14]=2[C:13]2[C:8]1=[CH:9][CH:10]=[CH:11][CH:12]=2)=[O:6].[Cl:27][C:28]1[CH:29]=[CH:30][CH:31]=[C:32]2[C:37]=1[N:36]=[C:35]([N:38]1[CH2:43][CH2:42][NH:41][CH2:40][CH2:39]1)[CH:34]=[CH:33]2. (2) Given the product [C:30]([C:29]1[C:20]([O:19][CH2:18][CH:17]([CH3:38])[CH2:16][O:15][C:12]2[CH:11]=[CH:10][C:9]([O:8][C:5]([CH3:7])([CH3:6])[C:4]([OH:39])=[O:3])=[CH:14][CH:13]=2)=[CH:21][C:22]2[C:27]([CH:28]=1)=[CH:26][CH:25]=[CH:24][CH:23]=2)(=[O:37])[C:31]1[CH:36]=[CH:35][CH:34]=[CH:33][CH:32]=1, predict the reactants needed to synthesize it. The reactants are: C([O:3][C:4](=[O:39])[C:5]([O:8][C:9]1[CH:14]=[CH:13][C:12]([O:15][CH2:16][CH:17]([CH3:38])[CH2:18][O:19][C:20]2[C:29]([C:30](=[O:37])[C:31]3[CH:36]=[CH:35][CH:34]=[CH:33][CH:32]=3)=[CH:28][C:27]3[C:22](=[CH:23][CH:24]=[CH:25][CH:26]=3)[CH:21]=2)=[CH:11][CH:10]=1)([CH3:7])[CH3:6])C.[OH-].[Na+]. (3) Given the product [F:1][C:2]1[CH:22]=[CH:21][CH:20]=[CH:19][C:3]=1[CH2:4][O:5][C:6]1[CH:10]=[C:9]([C:11]2[CH:16]=[CH:15][CH:14]=[CH:13][C:12]=2[F:23])[NH:8][N:7]=1, predict the reactants needed to synthesize it. The reactants are: [F:1][C:2]1[CH:22]=[CH:21][CH:20]=[CH:19][C:3]=1[CH2:4][O:5][C:6]1[CH:10]=[C:9]([C:11]2[CH:16]=[CH:15][CH:14]=[CH:13][C:12]=2OC)[NH:8][N:7]=1.[F:23]C1C=CC=CC=1C(CC(OCC)=O)=O. (4) Given the product [Br:1][C:2]1[CH:7]=[CH:6][CH:5]=[CH:4][C:3]=1[CH2:8][S:11]([O-:13])(=[O:12])=[O:10].[Na+:14], predict the reactants needed to synthesize it. The reactants are: [Br:1][C:2]1[CH:7]=[CH:6][CH:5]=[CH:4][C:3]=1[CH2:8]Br.[O-:10][S:11]([O-:13])=[O:12].[Na+:14].[Na+]. (5) Given the product [ClH:30].[Cl:30][C:24]1[CH:25]=[CH:26][CH:27]=[C:28]([F:29])[C:23]=1[CH2:22][C:21]([NH:20][C:17]1[S:18][CH:19]=[C:15]([CH:12]2[CH2:13][CH2:14][NH:9][CH2:10][CH2:11]2)[N:16]=1)=[O:31], predict the reactants needed to synthesize it. The reactants are: Cl.C(OC([N:9]1[CH2:14][CH2:13][CH:12]([C:15]2[N:16]=[C:17]([NH:20][C:21](=[O:31])[CH2:22][C:23]3[C:28]([F:29])=[CH:27][CH:26]=[CH:25][C:24]=3[Cl:30])[S:18][CH:19]=2)[CH2:11][CH2:10]1)=O)(C)(C)C.ClCCl.CO. (6) Given the product [NH:9]1[C:10]2[C:6](=[CH:5][C:4]([NH:1][S:21]([CH3:24])(=[O:23])=[O:22])=[CH:12][CH:11]=2)[CH2:7][CH2:8]1, predict the reactants needed to synthesize it. The reactants are: [N+:1]([C:4]1[CH:5]=[C:6]2[C:10](=[CH:11][CH:12]=1)[NH:9][CH2:8][CH2:7]2)([O-])=O.C([O-])=O.[NH4+].CN(C)C.[S:21](Cl)([CH3:24])(=[O:23])=[O:22]. (7) Given the product [CH2:10]([NH:12][C:7]([C:6]1[C:2]([CH3:1])=[N:3][NH:4][CH:5]=1)=[O:9])[CH3:11], predict the reactants needed to synthesize it. The reactants are: [CH3:1][C:2]1[C:6]([C:7]([OH:9])=O)=[CH:5][NH:4][N:3]=1.[CH2:10]([NH2:12])[CH3:11]. (8) Given the product [CH3:10][C:9]([CH3:12])([CH3:11])[CH2:8][NH:7][C:6]1[N:2]([CH3:1])[N:3]=[C:4]([CH3:15])[C:5]=1[NH2:13], predict the reactants needed to synthesize it. The reactants are: [CH3:1][N:2]1[C:6]([NH:7][CH2:8][C:9]([CH3:12])([CH3:11])[CH3:10])=[C:5]([N:13]=O)[C:4]([CH3:15])=[N:3]1.[K+].[Br-]. (9) Given the product [CH3:13][O:12][C:5]1[CH:6]=[N:7][C:8]2[C:3]([CH:4]=1)=[C:2]([CH:22]=[CH2:23])[CH:11]=[CH:10][CH:9]=2, predict the reactants needed to synthesize it. The reactants are: Br[C:2]1[CH:11]=[CH:10][CH:9]=[C:8]2[C:3]=1[CH:4]=[C:5]([O:12][CH3:13])[CH:6]=[N:7]2.C(=O)([O-])[O-].[K+].[K+].O.N1C=CC=[CH:23][CH:22]=1. (10) Given the product [Cl:1][C:2]1[CH:3]=[C:4]([N:10]2[CH:22]([CH:23]3[CH2:27][CH2:26][CH2:25][CH2:24]3)[CH:21]3[C:12]([C:13]4[CH:14]=[CH:15][C:16]([C:28]([N:32]([CH3:31])[C@@H:33]5[CH2:37][CH2:36][N:35]([CH3:38])[CH2:34]5)=[O:29])=[N:17][C:18]=4[CH2:19][CH2:20]3)=[N:11]2)[CH:5]=[CH:6][C:7]=1[C:8]#[N:9], predict the reactants needed to synthesize it. The reactants are: [Cl:1][C:2]1[CH:3]=[C:4]([N:10]2[CH:22]([CH:23]3[CH2:27][CH2:26][CH2:25][CH2:24]3)[CH:21]3[C:12]([C:13]4[CH:14]=[CH:15][C:16]([C:28](O)=[O:29])=[N:17][C:18]=4[CH2:19][CH2:20]3)=[N:11]2)[CH:5]=[CH:6][C:7]=1[C:8]#[N:9].[CH3:31][NH:32][C@@H:33]1[CH2:37][CH2:36][N:35]([CH3:38])[CH2:34]1.CCN(C(C)C)C(C)C.CN(C(ON1N=NC2C=CC=NC1=2)=[N+](C)C)C.F[P-](F)(F)(F)(F)F.